Dataset: Catalyst prediction with 721,799 reactions and 888 catalyst types from USPTO. Task: Predict which catalyst facilitates the given reaction. (1) Reactant: [CH2:1]([S:8]([N:11]1[CH2:16][CH2:15][CH2:14][CH2:13][CH:12]1[C:17]([O:19]CC)=[O:18])(=[O:10])=[O:9])[C:2]1[CH:7]=[CH:6][CH:5]=[CH:4][CH:3]=1.[Li+].[OH-].Cl. Product: [CH2:1]([S:8]([N:11]1[CH2:16][CH2:15][CH2:14][CH2:13][CH:12]1[C:17]([OH:19])=[O:18])(=[O:9])=[O:10])[C:2]1[CH:7]=[CH:6][CH:5]=[CH:4][CH:3]=1. The catalyst class is: 24. (2) Reactant: [Cl:1][C:2]1[CH:7]=[CH:6][N:5]2[N:8]=[C:9]([C:23]3[CH:28]=[CH:27][C:26]([F:29])=[CH:25][CH:24]=3)[C:10]([C:11]3[CH:16]=[CH:15][N:14]=[C:13]([NH:17][CH:18]4[CH2:22][CH2:21][CH2:20][CH2:19]4)[N:12]=3)=[C:4]2[CH:3]=1.C([Li])CCC.[CH2:35]([S:37]SCC)[CH3:36].O. Product: [Cl:1][C:2]1[CH:7]=[C:6]([S:37][CH2:35][CH3:36])[N:5]2[N:8]=[C:9]([C:23]3[CH:24]=[CH:25][C:26]([F:29])=[CH:27][CH:28]=3)[C:10]([C:11]3[CH:16]=[CH:15][N:14]=[C:13]([NH:17][CH:18]4[CH2:19][CH2:20][CH2:21][CH2:22]4)[N:12]=3)=[C:4]2[CH:3]=1. The catalyst class is: 54. (3) Product: [F:8][C:7]1[C:2]([NH:31][C:29]2[S:30][C:26]([CH3:25])=[CH:27][N:28]=2)=[N:3][C:4]([NH:15][C@H:16]([C:18]2[N:23]=[CH:22][C:21]([F:24])=[CH:20][N:19]=2)[CH3:17])=[N:5][C:6]=1[N:9]1[CH2:14][CH2:13][O:12][CH2:11][CH2:10]1. The catalyst class is: 62. Reactant: Cl[C:2]1[C:7]([F:8])=[C:6]([N:9]2[CH2:14][CH2:13][O:12][CH2:11][CH2:10]2)[N:5]=[C:4]([NH:15][C@H:16]([C:18]2[N:23]=[CH:22][C:21]([F:24])=[CH:20][N:19]=2)[CH3:17])[N:3]=1.[CH3:25][C:26]1[S:30][C:29]([NH2:31])=[N:28][CH:27]=1.C1C=CC(P(C2C(C3C(P(C4C=CC=CC=4)C4C=CC=CC=4)=CC=C4C=3C=CC=C4)=C3C(C=CC=C3)=CC=2)C2C=CC=CC=2)=CC=1.C([O-])([O-])=O.[Cs+].[Cs+]. (4) Reactant: [CH3:1]OP(C(=[N+]=[N-])C(=O)C)(=O)OC.[Cl:13][C:14]1[CH:19]=[CH:18][C:17]([C:20]([CH3:32])([CH3:31])[CH2:21][C@:22]([OH:30])([C:26]([F:29])([F:28])[F:27])[CH2:23][CH:24]=O)=[C:16]([S:33]([CH3:36])(=[O:35])=[O:34])[CH:15]=1.C(=O)([O-])[O-].[K+].[K+]. Product: [Cl:13][C:14]1[CH:19]=[CH:18][C:17]([C:20]([CH3:32])([CH3:31])[CH2:21][C@@:22]([C:26]([F:29])([F:28])[F:27])([OH:30])[CH2:23][C:24]#[CH:1])=[C:16]([S:33]([CH3:36])(=[O:35])=[O:34])[CH:15]=1. The catalyst class is: 24. (5) Reactant: [NH2:1][C@H:2]1[C:11]2[C:6](=[CH:7][CH:8]=[C:9]([C:12]3[CH:13]=[N:14][C:15]([C:18]([N:20]4[CH2:25][CH2:24][O:23][CH2:22][CH2:21]4)=[O:19])=[CH:16][CH:17]=3)[CH:10]=2)[N:5]([C:26](=[O:28])[CH3:27])[C@@H:4]([CH3:29])[CH2:3]1.Br[C:31]1[CH:36]=[CH:35][C:34]([CH3:37])=[CH:33][N:32]=1.C1(P(C2CCCCC2)C2C=CC=CC=2C2C(N(C)C)=CC=CC=2)CCCCC1.CC(C)([O-])C.[Na+]. Product: [CH3:29][C@H:4]1[CH2:3][C@@H:2]([NH:1][C:31]2[CH:36]=[CH:35][C:34]([CH3:37])=[CH:33][N:32]=2)[C:11]2[C:6](=[CH:7][CH:8]=[C:9]([C:12]3[CH:13]=[N:14][C:15]([C:18]([N:20]4[CH2:25][CH2:24][O:23][CH2:22][CH2:21]4)=[O:19])=[CH:16][CH:17]=3)[CH:10]=2)[N:5]1[C:26](=[O:28])[CH3:27]. The catalyst class is: 62. (6) Reactant: [OH:1][C@@H:2]1[CH2:6][CH2:5][C@:4]([C:11]2[CH:16]=[CH:15][CH:14]=[CH:13][CH:12]=2)([C:7]([O:9][CH3:10])=[O:8])[CH2:3]1.CC(OI1(OC(C)=O)(OC(C)=O)OC(=O)C2C=CC=CC1=2)=O. Product: [O:1]=[C:2]1[CH2:6][CH2:5][C@:4]([C:11]2[CH:12]=[CH:13][CH:14]=[CH:15][CH:16]=2)([C:7]([O:9][CH3:10])=[O:8])[CH2:3]1. The catalyst class is: 4. (7) Reactant: [Cl:1][C:2]1[CH:3]=[CH:4][C:5]([OH:17])=[C:6]([CH:8]=[CH:9][CH2:10][NH:11][CH2:12][CH2:13][C:14]([O-:16])=[O:15])[CH:7]=1.[CH3:18]O. Product: [Cl:1][C:2]1[CH:3]=[CH:4][C:5]([OH:17])=[C:6]([CH2:8][CH2:9][CH2:10][NH:11][CH2:12][CH2:13][C:14]([O:16][CH3:18])=[O:15])[CH:7]=1. The catalyst class is: 45. (8) Reactant: Br[C:2]1[O:6][C:5]([CH3:7])=[C:4]([CH:8]=[O:9])[CH:3]=1.[F:10][C:11]1[C:16]([O:17][CH3:18])=[CH:15][CH:14]=[CH:13][C:12]=1B(O)O.C(=O)([O-])[O-].[Na+].[Na+].COCCOC. Product: [F:10][C:11]1[C:16]([O:17][CH3:18])=[CH:15][CH:14]=[CH:13][C:12]=1[C:2]1[O:6][C:5]([CH3:7])=[C:4]([CH:8]=[O:9])[CH:3]=1. The catalyst class is: 103. (9) Reactant: [OH:1][C:2]1[CH:11]=[C:10]2[C:5]([C:6](=[O:23])[N:7]([C:15]3[CH:22]=[CH:21][C:18]([C:19]#[N:20])=[CH:17][CH:16]=3)[C:8]([CH:12]([CH3:14])[CH3:13])=[N:9]2)=[CH:4][CH:3]=1.C1N2CN3CN(C2)CN1C3. Product: [OH:1][C:2]1[C:11]([CH:2]([OH:1])[CH2:3][CH3:4])=[C:10]2[C:5]([C:6](=[O:23])[N:7]([C:15]3[CH:16]=[CH:17][C:18]([C:19]#[N:20])=[CH:21][CH:22]=3)[C:8]([CH:12]([CH3:14])[CH3:13])=[N:9]2)=[CH:4][CH:3]=1. The catalyst class is: 15.